This data is from Reaction yield outcomes from USPTO patents with 853,638 reactions. The task is: Predict the reaction yield, written as a fraction of the theoretical maximum amount of product (1.0 means a 100% yield; for example, 0.34 means a 34% yield). (1) The reactants are [Br:1][C:2]1[CH:7]=[CH:6][C:5]([OH:8])=[C:4]([N+:9]([O-:11])=[O:10])[CH:3]=1.[H-].[Na+].[CH3:14]I.O. The catalyst is CN(C=O)C. The product is [Br:1][C:2]1[CH:7]=[CH:6][C:5]([O:8][CH3:14])=[C:4]([N+:9]([O-:11])=[O:10])[CH:3]=1. The yield is 0.900. (2) The reactants are [N:1]([CH2:4][C@H:5]1[O:9][C:8](=[O:10])[C@@H:7]([NH:11][C:12](=[O:18])[O:13][C:14]([CH3:17])([CH3:16])[CH3:15])[CH2:6]1)=[N+]=[N-]. The catalyst is CO. The product is [OH:9][CH:5]1[CH2:4][NH:1][C:8](=[O:10])[CH:7]([NH:11][C:12](=[O:18])[O:13][C:14]([CH3:17])([CH3:16])[CH3:15])[CH2:6]1. The yield is 0.940.